Dataset: CYP1A2 inhibition data for predicting drug metabolism from PubChem BioAssay. Task: Regression/Classification. Given a drug SMILES string, predict its absorption, distribution, metabolism, or excretion properties. Task type varies by dataset: regression for continuous measurements (e.g., permeability, clearance, half-life) or binary classification for categorical outcomes (e.g., BBB penetration, CYP inhibition). Dataset: cyp1a2_veith. (1) The drug is CN1CCN(NC(=O)c2ccc(F)cc2)CC1. The result is 0 (non-inhibitor). (2) The molecule is CC(=O)OC[C@@H]1O[C@@H](O/N=C2/C[C@@H](O)[C@@H](O)[C@@H]3[C@@H]4C(=O)N(Cc5ccc6c(c5)OCO6)C(=O)[C@H]4CC[C@@H]23)[C@H](OC(C)=O)[C@H](OC(C)=O)[C@@H]1OC(C)=O. The result is 0 (non-inhibitor). (3) The molecule is COc1ccc(NC2=Nc3cccc4cccc2c34)cc1OC. The result is 1 (inhibitor). (4) The drug is Fc1cccc(NC(=S)NCCCN2CCOCC2)c1. The result is 0 (non-inhibitor). (5) The molecule is CS(=O)(=O)N1CCC2(CCCN(c3ccncc3)C2)CC1. The result is 0 (non-inhibitor). (6) The molecule is COc1ccccc1Cn1nnc2c(=O)[nH]c(C3CCN(C(=O)c4ccc(F)cc4)CC3)nc21. The result is 0 (non-inhibitor). (7) The compound is C=CCN=C(NC#N)SCc1ccccc1. The result is 1 (inhibitor). (8) The drug is Oc1ccc2ccccc2c1/C=C\c1ccc2c(Br)cc(Br)c(O)c2n1. The result is 1 (inhibitor).